From a dataset of Reaction yield outcomes from USPTO patents with 853,638 reactions. Predict the reaction yield, written as a fraction of the theoretical maximum amount of product (1.0 means a 100% yield; for example, 0.34 means a 34% yield). (1) The reactants are [Br:1][C:2]1[CH:7]=[CH:6][C:5]([NH2:8])=[C:4](I)[CH:3]=1.[C:10]1(B2OC(C)(C)C(C)(C)O2)[CH2:15][CH2:14][CH2:13][CH2:12][CH:11]=1.C([O-])([O-])=O.[Na+].[Na+].CCOC(C)=O. The catalyst is O1CCOCC1.C1C=CC([P]([Pd]([P](C2C=CC=CC=2)(C2C=CC=CC=2)C2C=CC=CC=2)([P](C2C=CC=CC=2)(C2C=CC=CC=2)C2C=CC=CC=2)[P](C2C=CC=CC=2)(C2C=CC=CC=2)C2C=CC=CC=2)(C2C=CC=CC=2)C2C=CC=CC=2)=CC=1. The product is [Br:1][C:2]1[CH:7]=[CH:6][C:5]([NH2:8])=[C:4]([C:10]2[CH2:15][CH2:14][CH2:13][CH2:12][CH:11]=2)[CH:3]=1. The yield is 0.870. (2) The reactants are [Cl:1][C:2]1[C:3]2[C:10]([I:11])=[CH:9][NH:8][C:4]=2[N:5]=[CH:6][N:7]=1.O[CH2:13][C@@H:14]1[CH2:18][CH2:17][CH2:16][N:15]1[C:19]([O:21][C:22]([CH3:25])([CH3:24])[CH3:23])=[O:20].C1C=CC(P(C2C=CC=CC=2)C2C=CC=CC=2)=CC=1.CC(OC(/N=N/C(OC(C)C)=O)=O)C. The catalyst is C1COCC1. The product is [C:22]([O:21][C:19]([N:15]1[CH2:16][CH2:17][CH2:18][C@H:14]1[CH2:13][N:8]1[C:4]2[N:5]=[CH:6][N:7]=[C:2]([Cl:1])[C:3]=2[C:10]([I:11])=[CH:9]1)=[O:20])([CH3:25])([CH3:23])[CH3:24]. The yield is 0.770. (3) The reactants are [OH:1][C:2]1[C:7]([C:8]([O:10]CC)=[O:9])=[CH:6][N:5]=[C:4]2[N:13]([C:17]3[CH:22]=[CH:21][CH:20]=[CH:19][N:18]=3)[N:14]=[C:15]([CH3:16])[C:3]=12.[OH-].[Na+]. The catalyst is Cl. The product is [OH:1][C:2]1[C:7]([C:8]([OH:10])=[O:9])=[CH:6][N:5]=[C:4]2[N:13]([C:17]3[CH:22]=[CH:21][CH:20]=[CH:19][N:18]=3)[N:14]=[C:15]([CH3:16])[C:3]=12. The yield is 0.330. (4) The catalyst is O1CCOCC1. The yield is 0.875. The product is [N+:1]([C:4]1[CH:5]=[C:6]([C:10]2[CH2:15][CH2:14][NH:13][CH2:12][CH:11]=2)[CH:7]=[CH:8][CH:9]=1)([O-:3])=[O:2]. The reactants are [N+:1]([C:4]1[CH:5]=[C:6]([C:10]2[CH2:11][CH2:12][N:13](C(OC(C)(C)C)=O)[CH2:14][CH:15]=2)[CH:7]=[CH:8][CH:9]=1)([O-:3])=[O:2].Cl. (5) The reactants are C([N:8]1[CH2:13][CH2:12][N:11]2[CH:14]=[N:15][C:16]([C:17]([O:19][CH3:20])=[O:18])=[C:10]2[CH2:9]1)C1C=CC=CC=1.[C:32]([O:31][C:29](O[C:29]([O:31][C:32]([CH3:35])([CH3:34])[CH3:33])=[O:30])=[O:30])([CH3:35])([CH3:34])[CH3:33].CCN(C(C)C)C(C)C. The catalyst is C(O)C.[OH-].[OH-].[Pd+2]. The product is [C:16]1([C:17]([O:19][CH3:20])=[O:18])[N:15]=[CH:14][N:11]2[CH2:12][CH2:13][N:8]([C:29]([O:31][C:32]([CH3:33])([CH3:34])[CH3:35])=[O:30])[CH2:9][C:10]=12. The yield is 0.830. (6) The reactants are [C:1]([NH:4][C:5]1[CH:6]=[C:7]([O:11][C:12](=[O:14])[CH3:13])[CH:8]=[CH:9][CH:10]=1)(=[O:3])[CH3:2].[N+:15]([O-])([OH:17])=[O:16]. No catalyst specified. The product is [C:1]([NH:4][C:5]1[CH:10]=[CH:9][C:8]([N+:15]([O-:17])=[O:16])=[C:7]([O:11][C:12](=[O:14])[CH3:13])[CH:6]=1)(=[O:3])[CH3:2]. The yield is 0.770. (7) The reactants are [CH3:1][S:2]([CH:5]([C:7]1[CH:8]=[CH:9][C:10]([C:13]([F:16])([F:15])[F:14])=[N:11][CH:12]=1)[CH3:6])(=[NH:4])=[O:3].[N:17]#[C:18]Br. The catalyst is ClCCl.CN(C1C=CN=CC=1)C. The product is [CH3:1][S:2](=[O:3])([CH:5]([C:7]1[CH:12]=[N:11][C:10]([C:13]([F:15])([F:16])[F:14])=[CH:9][CH:8]=1)[CH3:6])=[N:4][C:18]#[N:17]. The yield is 0.700. (8) The reactants are [N+:1]([C:4]1[CH:5]=[CH:6][C:7]2[O:12][CH2:11][C:10](=[O:13])[NH:9][C:8]=2[CH:14]=1)([O-:3])=[O:2].[H-].[Na+].CS(O[CH2:22][CH2:23][N:24]1[CH2:29][CH2:28][CH:27]([NH:30][C:31]([O:33][C:34]([CH3:37])([CH3:36])[CH3:35])=[O:32])[CH2:26][CH2:25]1)(=O)=O.C(OC(=O)NC1CCN(CCN2C3C(=CC=C(OC)C=3)C=CC2=O)CC1)(C)(C)C. No catalyst specified. The product is [C:34]([O:33][C:31](=[O:32])[NH:30][CH:27]1[CH2:28][CH2:29][N:24]([CH2:23][CH2:22][N:9]2[C:8]3[CH:14]=[C:4]([N+:1]([O-:3])=[O:2])[CH:5]=[CH:6][C:7]=3[O:12][CH2:11][C:10]2=[O:13])[CH2:25][CH2:26]1)([CH3:37])([CH3:36])[CH3:35]. The yield is 0.980. (9) The catalyst is CO. The yield is 0.960. The reactants are [CH:1]1[CH2:5][CH:4]=[CH:3][CH:2]=1.[CH3:6][C:7](=O)[CH2:8][CH2:9][CH2:10][CH3:11].N1CCCC1. The product is [CH3:6][C:7]([CH2:8][CH2:9][CH2:10][CH3:11])=[C:2]1[CH:1]=[CH:5][CH:4]=[CH:3]1. (10) The reactants are [Br:1][C:2]1[CH:14]=[C:13]2[C:5]([C:6]3[C:7](=[O:39])[C:8]4[CH:20]=[C:19]([O:21][CH2:22][C@@H:23]5[C@H:27]([C:28](C)(C)[O:29][SiH2]C(C)(C)C)[O:26]C(C)(C)[O:24]5)[CH:18]=[CH:17][C:9]=4[C:10]([CH3:16])([CH3:15])[C:11]=3[NH:12]2)=[CH:4][CH:3]=1.S(=O)(=O)(O)O.C(=O)([O-])O.[Na+]. The catalyst is C1COCC1.CO. The product is [Br:1][C:2]1[CH:14]=[C:13]2[C:5]([C:6]3[C:7](=[O:39])[C:8]4[CH:20]=[C:19]([O:21][CH2:22][C@@H:23]([OH:24])[C@H:27]([OH:26])[CH2:28][OH:29])[CH:18]=[CH:17][C:9]=4[C:10]([CH3:15])([CH3:16])[C:11]=3[NH:12]2)=[CH:4][CH:3]=1. The yield is 0.820.